From a dataset of Forward reaction prediction with 1.9M reactions from USPTO patents (1976-2016). Predict the product of the given reaction. (1) Given the reactants [CH3:1][S:2][C:3]1[N:8]=[C:7]([NH:9][C:10]2([C:13]3[CH:18]=[CH:17][CH:16]=[CH:15][CH:14]=3)[CH2:12][CH2:11]2)[C:6]([C:19]([NH2:21])=[O:20])=[CH:5][N:4]=1.C(OO)(C)=[O:23], predict the reaction product. The product is: [CH3:1][S:2]([C:3]1[N:8]=[C:7]([NH:9][C:10]2([C:13]3[CH:14]=[CH:15][CH:16]=[CH:17][CH:18]=3)[CH2:11][CH2:12]2)[C:6]([C:19]([NH2:21])=[O:20])=[CH:5][N:4]=1)=[O:23]. (2) Given the reactants C[O:2][C:3](=[O:29])[C:4]1[CH:9]=[CH:8][C:7]([F:10])=[C:6]([CH2:11][O:12][C:13]2[CH:18]=[CH:17][C:16]([C:19]3[CH:24]=[C:23]([F:25])[C:22]([F:26])=[CH:21][C:20]=3[O:27][CH3:28])=[CH:15][CH:14]=2)[CH:5]=1.[OH-].[Li+].CO, predict the reaction product. The product is: [F:26][C:22]1[C:23]([F:25])=[CH:24][C:19]([C:16]2[CH:15]=[CH:14][C:13]([O:12][CH2:11][C:6]3[CH:5]=[C:4]([CH:9]=[CH:8][C:7]=3[F:10])[C:3]([OH:29])=[O:2])=[CH:18][CH:17]=2)=[C:20]([O:27][CH3:28])[CH:21]=1. (3) Given the reactants C(=O)([O-])[O-].[K+].[K+].Br[CH2:8][CH:9]([OH:12])[CH2:10][OH:11].[N+:13]([C:16]1[CH:21]=[CH:20][C:19]([OH:22])=[CH:18][C:17]=1[C:23]([F:26])([F:25])[F:24])([O-:15])=[O:14], predict the reaction product. The product is: [N+:13]([C:16]1[CH:21]=[CH:20][C:19]([O:22][CH2:8][CH:9]([OH:12])[CH2:10][OH:11])=[CH:18][C:17]=1[C:23]([F:24])([F:25])[F:26])([O-:15])=[O:14]. (4) Given the reactants [CH3:1][C:2]1[C:8]([CH3:9])=[CH:7][C:5]([NH2:6])=[C:4]([N+:10]([O-:12])=[O:11])[CH:3]=1.Br[CH2:14][CH2:15][CH:16]1[O:21][C:20](=[O:22])[CH2:19][CH2:18][CH2:17]1.CCN(C(C)C)C(C)C, predict the reaction product. The product is: [CH3:1][C:2]1[C:8]([CH3:9])=[CH:7][C:5]([NH:6][CH2:14][CH2:15][CH:16]2[O:21][C:20](=[O:22])[CH2:19][CH2:18][CH2:17]2)=[C:4]([N+:10]([O-:12])=[O:11])[CH:3]=1. (5) Given the reactants C(=O)([O-])[O-].[Cs+].[Cs+].[O:7]1[CH2:12][CH2:11][O:10][C:9]2[CH:13]=[C:14]([C:17]3[C:18]([CH3:34])=[C:19]([CH:31]=[CH:32][CH:33]=3)[CH2:20][O:21][C:22]3[CH:29]=[CH:28][C:25]([CH:26]=[O:27])=[C:24]([OH:30])[CH:23]=3)[CH:15]=[CH:16][C:8]1=2.Cl[CH2:36][C:37]1[CH:38]=[C:39]([CH:43]=[CH:44][CH:45]=1)[C:40]([NH2:42])=[O:41].Cl, predict the reaction product. The product is: [O:7]1[CH2:12][CH2:11][O:10][C:9]2[CH:13]=[C:14]([C:17]3[C:18]([CH3:34])=[C:19]([CH:31]=[CH:32][CH:33]=3)[CH2:20][O:21][C:22]3[CH:29]=[CH:28][C:25]([CH:26]=[O:27])=[C:24]([CH:23]=3)[O:30][CH2:36][C:37]3[CH:38]=[C:39]([CH:43]=[CH:44][CH:45]=3)[C:40]([NH2:42])=[O:41])[CH:15]=[CH:16][C:8]1=2. (6) Given the reactants Cl.[F:2][C:3]1[CH:11]=[C:10]2[C:6]([C:7]([C:21]3[CH:22]=[N:23][N:24]([CH:26]4[CH2:31][CH2:30][NH:29][CH2:28][CH2:27]4)[CH:25]=3)=[CH:8][N:9]2[S:12]([C:15]2[CH:20]=[CH:19][CH:18]=[CH:17][CH:16]=2)(=[O:14])=[O:13])=[CH:5][CH:4]=1.[CH3:32]CN(CC)CC.C=O.[BH-](OC(C)=O)(OC(C)=O)OC(C)=O.[Na+], predict the reaction product. The product is: [F:2][C:3]1[CH:11]=[C:10]2[C:6]([C:7]([C:21]3[CH:22]=[N:23][N:24]([CH:26]4[CH2:31][CH2:30][N:29]([CH3:32])[CH2:28][CH2:27]4)[CH:25]=3)=[CH:8][N:9]2[S:12]([C:15]2[CH:16]=[CH:17][CH:18]=[CH:19][CH:20]=2)(=[O:13])=[O:14])=[CH:5][CH:4]=1. (7) Given the reactants C(O[C:4](=[O:10])[C:5]([O:7][CH2:8][CH3:9])=[O:6])C.[Mg].[C:12]1([CH:18]([CH3:21])[CH2:19]Cl)[CH:17]=[CH:16][CH:15]=[CH:14][CH:13]=1.[Cl-].[NH4+], predict the reaction product. The product is: [CH2:8]([O:7][C:5](=[O:6])[C:4](=[O:10])[CH2:19][CH:18]([C:12]1[CH:17]=[CH:16][CH:15]=[CH:14][CH:13]=1)[CH3:21])[CH3:9]. (8) Given the reactants [CH2:1]([O:3][C:4](=[O:17])[CH2:5][N:6]1[CH:14]=[N:13][C:12]2[C:7]1=[N:8][C:9](N)=[N:10][C:11]=2[I:15])[CH3:2].ClC(Cl)(O[C:22](=[O:28])OC(Cl)(Cl)Cl)Cl.C([N:33](CC)C(C)C)(C)C.[CH:39]([OH:52])([C:46]1[CH:51]=[CH:50][CH:49]=[CH:48][CH:47]=1)[C:40]1[CH:45]=[CH:44][CH:43]=[CH:42][CH:41]=1.Cl.[Cl-].[Na+].S([O-])([O-])(=O)=S.[Na+].[Na+], predict the reaction product. The product is: [CH2:1]([O:3][C:4](=[O:17])[CH2:5][N:6]1[C:14]([NH2:33])=[N:13][C:12]2[C:7]1=[N:8][C:9]([C:22]([O:52][CH:39]([C:46]1[CH:47]=[CH:48][CH:49]=[CH:50][CH:51]=1)[C:40]1[CH:45]=[CH:44][CH:43]=[CH:42][CH:41]=1)=[O:28])=[N:10][C:11]=2[I:15])[CH3:2]. (9) Given the reactants [CH2:1]([O:8][C@H:9]1[C@H:14]([NH:15][C:16](=[O:22])[O:17][C:18]([CH3:21])([CH3:20])[CH3:19])[C@@H:13]([OH:23])[C@H:12]([OH:24])[C@@H:11]([CH2:25][OH:26])[O:10]1)[C:2]1[CH:7]=[CH:6][CH:5]=[CH:4][CH:3]=1.CO[CH:29](OC)[C:30]1[CH:35]=[CH:34][CH:33]=[CH:32][CH:31]=1.C1(C)C=CC(S(O)(=O)=O)=CC=1, predict the reaction product. The product is: [CH2:1]([O:8][C@@H:9]1[O:10][C@H:11]2[C@@H:12]([O:24][C@H:29]([C:30]3[CH:35]=[CH:34][CH:33]=[CH:32][CH:31]=3)[O:26][CH2:25]2)[C@H:13]([OH:23])[C@H:14]1[NH:15][C:16](=[O:22])[O:17][C:18]([CH3:21])([CH3:20])[CH3:19])[C:2]1[CH:3]=[CH:4][CH:5]=[CH:6][CH:7]=1. (10) Given the reactants [Cl:1][C:2]1[CH:3]=[C:4]([C:10]2[C:14]([C:15]([OH:17])=O)=[CH:13][O:12][N:11]=2)[CH:5]=[CH:6][C:7]=1[O:8][CH3:9].C(N(C(C)C)C(C)C)C.CN(C(ON1N=NC2C=CC=CC1=2)=[N+](C)C)C.[B-](F)(F)(F)F.[CH3:49][CH:50]1[NH:54][CH2:53][C:52]([C:56]2[CH:61]=[CH:60][CH:59]=[CH:58][CH:57]=2)([OH:55])[CH2:51]1, predict the reaction product. The product is: [Cl:1][C:2]1[CH:3]=[C:4]([C:10]2[C:14]([C:15]([N:54]3[CH:50]([CH3:49])[CH2:51][C:52]([C:56]4[CH:61]=[CH:60][CH:59]=[CH:58][CH:57]=4)([OH:55])[CH2:53]3)=[O:17])=[CH:13][O:12][N:11]=2)[CH:5]=[CH:6][C:7]=1[O:8][CH3:9].